This data is from Full USPTO retrosynthesis dataset with 1.9M reactions from patents (1976-2016). The task is: Predict the reactants needed to synthesize the given product. The reactants are: CO[C:3](=[O:14])[C:4]1[C:9]([I:10])=[CH:8][C:7]([Cl:11])=[CH:6][C:5]=1[CH2:12]Br.[CH3:15][O:16][C:17]1[CH:24]=[CH:23][C:20]([CH2:21][NH2:22])=[CH:19][CH:18]=1.C([O-])([O-])=O.[K+].[K+].C(OCC)(=O)C. Given the product [Cl:11][C:7]1[CH:6]=[C:5]2[C:4](=[C:9]([I:10])[CH:8]=1)[C:3](=[O:14])[N:22]([CH2:21][C:20]1[CH:23]=[CH:24][C:17]([O:16][CH3:15])=[CH:18][CH:19]=1)[CH2:12]2, predict the reactants needed to synthesize it.